This data is from Forward reaction prediction with 1.9M reactions from USPTO patents (1976-2016). The task is: Predict the product of the given reaction. (1) Given the reactants [N+:1]([C:4]1[CH:16]=[CH:15][C:7]([O:8][CH2:9][C:10]2[O:11][CH:12]=[N:13][N:14]=2)=[CH:6][CH:5]=1)([O-])=O.Cl, predict the reaction product. The product is: [O:11]1[CH:12]=[N:13][N:14]=[C:10]1[CH2:9][O:8][C:7]1[CH:15]=[CH:16][C:4]([NH2:1])=[CH:5][CH:6]=1. (2) Given the reactants [C:1]([N:8]([CH3:14])[C@H:9]([C:11](O)=[O:12])[CH3:10])([O:3][C:4]([CH3:7])([CH3:6])[CH3:5])=[O:2].B.C1COCC1.O.C([O-])([O-])=O.[Na+].[Na+], predict the reaction product. The product is: [C:4]([O:3][C:1](=[O:2])[N:8]([C@@H:9]([CH3:10])[CH2:11][OH:12])[CH3:14])([CH3:7])([CH3:5])[CH3:6]. (3) Given the reactants [NH:1]1[C:9]2[C:4](=[CH:5][CH:6]=[CH:7][CH:8]=2)[C:3]([C:10]([OH:12])=[O:11])=[CH:2]1.[H-].[Na+].[CH2:15](I)[C:16]([CH3:19])([CH3:18])[CH3:17].O, predict the reaction product. The product is: [CH3:15][C:16]([CH3:19])([CH3:18])[CH2:17][N:1]1[C:9]2[C:4](=[CH:5][CH:6]=[CH:7][CH:8]=2)[C:3]([C:10]([OH:12])=[O:11])=[CH:2]1. (4) The product is: [O:1]=[C:2]1[N:8]([CH:9]2[CH2:14][CH2:13][N:12]([C:15]([O:17][C@H:18]([CH2:19][C:20]3[CH:25]=[C:24]([CH3:26])[C:23]([O:27][CH2:28][C:29]4[CH:34]=[CH:33][CH:32]=[CH:31][CH:30]=4)=[C:22]([Cl:35])[CH:21]=3)[C:36](=[O:38])[N:81]3[CH2:80][CH2:79][N:78]([CH:75]4[CH2:76][CH2:77][O:72][CH2:73][CH2:74]4)[CH2:83][CH2:82]3)=[O:16])[CH2:11][CH2:10]2)[CH2:7][CH2:6][C:5]2[CH:39]=[CH:40][CH:41]=[CH:42][C:4]=2[NH:3]1. Given the reactants [O:1]=[C:2]1[N:8]([CH:9]2[CH2:14][CH2:13][N:12]([C:15]([O:17][C@@H:18]([C:36]([OH:38])=O)[CH2:19][C:20]3[CH:25]=[C:24]([CH3:26])[C:23]([O:27][CH2:28][C:29]4[CH:34]=[CH:33][CH:32]=[CH:31][CH:30]=4)=[C:22]([Cl:35])[CH:21]=3)=[O:16])[CH2:11][CH2:10]2)[CH2:7][CH2:6][C:5]2[CH:39]=[CH:40][CH:41]=[CH:42][C:4]=2[NH:3]1.CN(C(ON1N=NC2C=CC=CC1=2)=[N+](C)C)C.[B-](F)(F)(F)F.C(N(CC)CC)C.[O:72]1[CH2:77][CH2:76][CH:75]([N:78]2[CH2:83][CH2:82][NH:81][CH2:80][CH2:79]2)[CH2:74][CH2:73]1, predict the reaction product. (5) Given the reactants [CH3:1][O:2][C:3]([C:5]1[O:6][C:7]([C:10]2[CH:15]=[CH:14][CH:13]=[C:12]([NH2:16])[C:11]=2[OH:17])=[CH:8][CH:9]=1)=[O:4].[N:18]([O-])=O.[Na+].[CH3:22][C:23]1[CH2:24][C:25](=[O:38])[N:26]([C:28]2[CH:37]=[CH:36][C:35]3[CH2:34][CH2:33][CH2:32][CH2:31][C:30]=3[CH:29]=2)[N:27]=1.C(=O)(O)[O-].[Na+], predict the reaction product. The product is: [CH3:1][O:2][C:3]([C:5]1[O:6][C:7]([C:10]2[CH:15]=[CH:14][CH:13]=[C:12]([NH:16][N:18]=[C:24]3[C:25](=[O:38])[N:26]([C:28]4[CH:37]=[CH:36][C:35]5[CH2:34][CH2:33][CH2:32][CH2:31][C:30]=5[CH:29]=4)[N:27]=[C:23]3[CH3:22])[C:11]=2[OH:17])=[CH:8][CH:9]=1)=[O:4]. (6) The product is: [Si:17]([O:9][CH2:8][CH2:7][C:5]1[O:6][C:2]([Cl:1])=[CH:3][C:4]=1[CH:10]=[O:11])([C:20]([CH3:23])([CH3:22])[CH3:21])([CH3:19])[CH3:18]. Given the reactants [Cl:1][C:2]1[O:6][C:5]([CH2:7][CH2:8][OH:9])=[C:4]([CH:10]=[O:11])[CH:3]=1.N1C=CN=C1.[Si:17](Cl)([C:20]([CH3:23])([CH3:22])[CH3:21])([CH3:19])[CH3:18], predict the reaction product.